Dataset: Full USPTO retrosynthesis dataset with 1.9M reactions from patents (1976-2016). Task: Predict the reactants needed to synthesize the given product. (1) Given the product [F:53][C:52]([F:55])([F:54])[S:49]([O:29][C:26]1[CH2:27][CH2:28][N:23]([C@@H:21]2[CH2:20][C@H:16]3[O:17][CH2:18][CH2:19][C@@:15]3([C:13]([N:9]3[CH2:8][CH2:7][C:6]4[N:5]=[CH:4][C:3]([C:2]([F:30])([F:1])[F:31])=[CH:12][C:11]=4[CH2:10]3)=[O:14])[CH2:22]2)[CH2:24][CH:25]=1)(=[O:51])=[O:50], predict the reactants needed to synthesize it. The reactants are: [F:1][C:2]([F:31])([F:30])[C:3]1[CH:4]=[N:5][C:6]2[CH2:7][CH2:8][N:9]([C:13]([C@:15]34[CH2:22][C@H:21]([N:23]5[CH2:28][CH2:27][C:26](=[O:29])[CH2:25][CH2:24]5)[CH2:20][C@H:16]3[O:17][CH2:18][CH2:19]4)=[O:14])[CH2:10][C:11]=2[CH:12]=1.C[Si]([N-][Si](C)(C)C)(C)C.[K+].C1C=CC(N([S:49]([C:52]([F:55])([F:54])[F:53])(=[O:51])=[O:50])[S:49]([C:52]([F:55])([F:54])[F:53])(=[O:51])=[O:50])=CC=1.[NH4+].[Cl-]. (2) Given the product [Cl:8][C:9]1[CH:14]=[CH:13][C:12]([CH:15]2[CH2:20][C:19]([CH3:1])([S:21]([C:24]3[CH:29]=[CH:28][CH:27]=[C:26]([C:30]([F:31])([F:33])[F:32])[CH:25]=3)(=[O:22])=[O:23])[CH2:18][CH2:17][O:16]2)=[CH:11][CH:10]=1, predict the reactants needed to synthesize it. The reactants are: [CH3:1]C(C)=O.C(=O)=O.[Cl:8][C:9]1[CH:14]=[CH:13][C:12]([CH:15]2[CH2:20][CH:19]([S:21]([C:24]3[CH:29]=[CH:28][CH:27]=[C:26]([C:30]([F:33])([F:32])[F:31])[CH:25]=3)(=[O:23])=[O:22])[CH2:18][CH2:17][O:16]2)=[CH:11][CH:10]=1.CC([O-])(C)C.[K+].CI. (3) Given the product [CH3:11][C:1]1[CH:6]=[CH:5][C:4]([S:7]([N:12]2[CH:16]=[CH:15][N:14]=[C:13]2[CH:17]=[O:18])(=[O:9])=[O:8])=[CH:3][CH:2]=1, predict the reactants needed to synthesize it. The reactants are: [C:1]1([CH3:11])[CH:6]=[CH:5][C:4]([S:7](Cl)(=[O:9])=[O:8])=[CH:3][CH:2]=1.[NH:12]1[CH:16]=[CH:15][N:14]=[C:13]1[CH:17]=[O:18].C(N(CC)CC)C. (4) The reactants are: [CH3:1][C:2]1[C:3]([N:9]2[CH2:14][CH2:13][N:12]([C:15]([C:17]3[CH:18]=[N:19][C:20](F)=[C:21]([CH3:23])[CH:22]=3)=[O:16])[CH2:11][CH2:10]2)=[N:4][CH:5]=[C:6]([CH3:8])[CH:7]=1.[O:25]1[CH2:29][CH2:28][NH:27][C:26]1=[O:30]. Given the product [CH3:1][C:2]1[C:3]([N:9]2[CH2:14][CH2:13][N:12]([C:15]([C:17]3[CH:22]=[C:21]([CH3:23])[C:20]([N:27]4[CH2:28][CH2:29][O:25][C:26]4=[O:30])=[N:19][CH:18]=3)=[O:16])[CH2:11][CH2:10]2)=[N:4][CH:5]=[C:6]([CH3:8])[CH:7]=1, predict the reactants needed to synthesize it. (5) Given the product [OH:12][C:9]1[CH:10]=[C:11]2[C:6](=[C:7]([OH:13])[CH:8]=1)[C:5](=[O:14])[N:4]([C:15]1[CH:20]=[CH:19][C:18]([OH:21])=[CH:17][CH:16]=1)[CH:3]=[C:2]2[C:28]1[CH:33]=[CH:32][CH:31]=[CH:30][CH:29]=1, predict the reactants needed to synthesize it. The reactants are: Br[C:2]1[C:11]2[C:6](=[C:7]([OH:13])[CH:8]=[C:9]([OH:12])[CH:10]=2)[C:5](=[O:14])[N:4]([C:15]2[CH:20]=[CH:19][C:18]([OH:21])=[CH:17][CH:16]=2)[CH:3]=1.C(=O)([O-])[O-].[K+].[K+].[C:28]1(B(O)O)[CH:33]=[CH:32][CH:31]=[CH:30][CH:29]=1. (6) Given the product [Cl:23][C:24]1[CH:25]=[C:26]2[C:31](=[CH:32][C:33]=1[NH:34][CH2:11][C:10]1[C:9]([NH:8][CH2:7][C:6]3[CH:21]=[CH:22][C:3]([O:2][CH3:1])=[CH:4][CH:5]=3)=[N:16][CH:15]=[CH:14][C:13]=1[C:17]([F:20])([F:19])[F:18])[O:30][CH:29]([C:35]1[C:40]([F:41])=[CH:39][CH:38]=[CH:37][N:36]=1)[CH2:28][CH2:27]2, predict the reactants needed to synthesize it. The reactants are: [CH3:1][O:2][C:3]1[CH:22]=[CH:21][C:6]([CH2:7][NH:8][C:9]2[N:16]=[CH:15][CH:14]=[C:13]([C:17]([F:20])([F:19])[F:18])[C:10]=2[CH:11]=O)=[CH:5][CH:4]=1.[Cl:23][C:24]1[CH:25]=[C:26]2[C:31](=[CH:32][C:33]=1[NH2:34])[O:30][CH:29]([C:35]1[C:40]([F:41])=[CH:39][CH:38]=[CH:37][N:36]=1)[CH2:28][CH2:27]2.O.C1(C)C=CC(S(O)(=O)=O)=CC=1.